This data is from Catalyst prediction with 721,799 reactions and 888 catalyst types from USPTO. The task is: Predict which catalyst facilitates the given reaction. (1) Reactant: [NH2:1][C:2]1[CH:30]=[CH:29][C:5]([O:6][C:7]2[C:16]3[C:11](=[CH:12][C:13]([O:19][CH2:20][C@H:21]([OH:28])[CH2:22][N:23]([CH2:26][CH3:27])[CH2:24][CH3:25])=[C:14]([C:17]#[N:18])[CH:15]=3)[N:10]=[CH:9][CH:8]=2)=[CH:4][CH:3]=1.[S:31]1[CH:35]=[CH:34][N:33]=[C:32]1[NH:36][C:37](=O)[O:38]C1C=CC=CC=1.O.C(OCC)(=O)C.O1CCCC1. Product: [C:17]([C:14]1[CH:15]=[C:16]2[C:11](=[CH:12][C:13]=1[O:19][CH2:20][C@H:21]([OH:28])[CH2:22][N:23]([CH2:26][CH3:27])[CH2:24][CH3:25])[N:10]=[CH:9][CH:8]=[C:7]2[O:6][C:5]1[CH:4]=[CH:3][C:2]([NH:1][C:37]([NH:36][C:32]2[S:31][CH:35]=[CH:34][N:33]=2)=[O:38])=[CH:30][CH:29]=1)#[N:18]. The catalyst class is: 16. (2) Reactant: [NH:1]([C:3]([O:5][C:6]([CH3:9])([CH3:8])[CH3:7])=[O:4])[NH2:2].[O-]S([O-])(=O)=O.[Mg+2].[Si:16]([O:23][CH2:24][CH:25]=O)([C:19]([CH3:22])([CH3:21])[CH3:20])([CH3:18])[CH3:17]. Product: [Si:16]([O:23][CH2:24]/[CH:25]=[N:2]/[NH:1][C:3]([O:5][C:6]([CH3:9])([CH3:8])[CH3:7])=[O:4])([C:19]([CH3:22])([CH3:21])[CH3:20])([CH3:18])[CH3:17]. The catalyst class is: 2. (3) Reactant: [NH2:1][C:2]1[CH:11]=[CH:10][C:5]([C:6]([O:8][CH3:9])=[O:7])=[CH:4][CH:3]=1.CCN=C=NCCCN(C)C.[CH3:23][N:24]1[CH2:29][CH2:28][N:27]([CH2:30][CH2:31][C:32](O)=[O:33])[CH2:26][CH2:25]1.C(N(CC)CC)C. Product: [CH3:23][N:24]1[CH2:29][CH2:28][N:27]([CH2:30][CH2:31][C:32]([NH:1][C:2]2[CH:3]=[CH:4][C:5]([C:6]([O:8][CH3:9])=[O:7])=[CH:10][CH:11]=2)=[O:33])[CH2:26][CH2:25]1. The catalyst class is: 166. (4) Product: [OH:14][CH2:13][CH2:12][NH:11][C:5](=[O:7])[CH2:4][CH2:3][CH:2]([CH3:1])[CH3:10]. Reactant: [CH3:1][CH:2]([CH3:10])[CH2:3][CH2:4][C:5]([O:7]CC)=O.[NH2:11][CH2:12][CH2:13][OH:14].C(O)C. The catalyst class is: 13.